Dataset: CYP2C9 inhibition data for predicting drug metabolism from PubChem BioAssay. Task: Regression/Classification. Given a drug SMILES string, predict its absorption, distribution, metabolism, or excretion properties. Task type varies by dataset: regression for continuous measurements (e.g., permeability, clearance, half-life) or binary classification for categorical outcomes (e.g., BBB penetration, CYP inhibition). Dataset: cyp2c9_veith. (1) The drug is CCOC(=O)C(C)CC(C)C(=O)N1CCOCCN(C(=O)C(C)CC(C)C(=O)OCC)CCOCC1. The result is 0 (non-inhibitor). (2) The compound is Cc1cccc(C)c1NC(=O)C(c1ccccc1)N1CCC1=O. The result is 0 (non-inhibitor). (3) The molecule is CCOC(=O)N1CCN(c2nc(-c3ccco3)cc(C(F)(F)F)n2)CC1. The result is 1 (inhibitor). (4) The drug is CCCn1c(=O)c2[nH]c(-c3ccc(OCC(=O)NCCN)cc3)nc2n(CCC)c1=O. The result is 0 (non-inhibitor). (5) The drug is COc1ccccc1CN(Cc1cc2cc3c(cc2[nH]c1=O)OCCO3)Cc1nnnn1Cc1ccco1. The result is 1 (inhibitor). (6) The compound is O=C(O)c1cc2c(o1)CCC/C2=N\O. The result is 0 (non-inhibitor).